From a dataset of Drug-target binding data from BindingDB using IC50 measurements. Regression. Given a target protein amino acid sequence and a drug SMILES string, predict the binding affinity score between them. We predict pIC50 (pIC50 = -log10(IC50 in M); higher means more potent). Dataset: bindingdb_ic50. The compound is N#Cc1cccc(C(=O)c2sc3nc(N)c(C#N)c(-c4ccccc4Cl)c3c2N)c1. The target protein sequence is MSLNAAAAADERSRKEMDRFQVERMAGQGTFGTVQLGKEKSTGMSVAIKKVIQDPRFRNRELQIMQDLAVLHHPNIVQLQSYFYTLGERDRRDIYLNVVMEYVPDTLHRCCRNYYRRQVAPPPILIKVFLFQLIRSIGCLHLPSVNVCHRDIKPHNVLVNEADGTLKLCDFGSAKKLSPSEPNVAYICSRYYRAPELIFGNQHYTTAVDIWSVGCIFAEMMLGEPIFRGDNSAGQLHEIVRVLGCPSREVLRKLNPSHTDVDLYNSKGIPWSNVFSDHSLKDAKEAYDLLSALLQYLPEERMKPYEALCHPYFDELHDPATKLPNNKDLPEDLFRFLPNEIEVMSEAQKAKLVRK. The pIC50 is 4.0.